From a dataset of Ames mutagenicity test results for genotoxicity prediction. Regression/Classification. Given a drug SMILES string, predict its toxicity properties. Task type varies by dataset: regression for continuous values (e.g., LD50, hERG inhibition percentage) or binary classification for toxic/non-toxic outcomes (e.g., AMES mutagenicity, cardiotoxicity, hepatotoxicity). Dataset: ames. (1) The drug is CCCCCC(=O)O. The result is 0 (non-mutagenic). (2) The molecule is COC(=O)Nc1nc2ccccc2[nH]1. The result is 1 (mutagenic). (3) The molecule is O=Cc1ccccc1O. The result is 0 (non-mutagenic). (4) The molecule is O=S(=O)(O)c1ccc2ccc3cccc4ccc1c2c34. The result is 1 (mutagenic). (5) The result is 1 (mutagenic). The drug is ClCCN(CCCl)c1ccc2ccccc2c1. (6) The drug is Cc1cc(O)ccc1OP(=O)(Oc1cc(O)ccc1C)Oc1c(C)cccc1O. The result is 0 (non-mutagenic). (7) The drug is NC=O. The result is 0 (non-mutagenic). (8) The compound is Nc1nc2ccccc2s1. The result is 0 (non-mutagenic).